From a dataset of Peptide-MHC class II binding affinity with 134,281 pairs from IEDB. Regression. Given a peptide amino acid sequence and an MHC pseudo amino acid sequence, predict their binding affinity value. This is MHC class II binding data. (1) The peptide sequence is SRSRLGLSSEALKVQ. The MHC is DRB1_0101 with pseudo-sequence DRB1_0101. The binding affinity (normalized) is 0.781. (2) The peptide sequence is LVLDFCDDALIEGIT. The MHC is HLA-DQA10501-DQB10201 with pseudo-sequence HLA-DQA10501-DQB10201. The binding affinity (normalized) is 0.510. (3) The peptide sequence is LGLTQPFLGLCAFLA. The MHC is HLA-DQA10501-DQB10303 with pseudo-sequence HLA-DQA10501-DQB10303. The binding affinity (normalized) is 0.333.